Dataset: Reaction yield outcomes from USPTO patents with 853,638 reactions. Task: Predict the reaction yield, written as a fraction of the theoretical maximum amount of product (1.0 means a 100% yield; for example, 0.34 means a 34% yield). The reactants are [Si]([O:8][C@@H:9]1[C@@:42]2([CH3:43])[C:13](=[CH:14][CH:15]=[C:16]3[C@@H:41]2[CH2:40][CH2:39][C@@:38]2([CH3:44])[C@H:17]3[CH2:18][CH:19]=[C:20]2[C@H:21]([O:23][CH2:24][C:25]#[C:26][C:27]([CH3:37])([O:29][Si](CC)(CC)CC)[CH3:28])[CH3:22])[CH2:12][C@@H:11]([O:45][Si](C(C)(C)C)(C)C)[CH2:10]1)(C(C)(C)C)(C)C.[F-].C([N+](CCCC)(CCCC)CCCC)CCC. The catalyst is O1CCCC1. The product is [OH:8][C@@H:9]1[C@@:42]2([CH3:43])[C:13](=[CH:14][CH:15]=[C:16]3[C@@H:41]2[CH2:40][CH2:39][C@@:38]2([CH3:44])[C@H:17]3[CH2:18][CH:19]=[C:20]2[C@H:21]([O:23][CH2:24][C:25]#[C:26][C:27]([OH:29])([CH3:28])[CH3:37])[CH3:22])[CH2:12][C@@H:11]([OH:45])[CH2:10]1. The yield is 0.510.